This data is from Merck oncology drug combination screen with 23,052 pairs across 39 cell lines. The task is: Regression. Given two drug SMILES strings and cell line genomic features, predict the synergy score measuring deviation from expected non-interaction effect. (1) Drug 2: N#Cc1ccc(Cn2cncc2CN2CCN(c3cccc(Cl)c3)C(=O)C2)cc1. Drug 1: CCC1(O)CC2CN(CCc3c([nH]c4ccccc34)C(C(=O)OC)(c3cc4c(cc3OC)N(C)C3C(O)(C(=O)OC)C(OC(C)=O)C5(CC)C=CCN6CCC43C65)C2)C1. Cell line: A2058. Synergy scores: synergy=82.5. (2) Drug 1: COc1cccc2c1C(=O)c1c(O)c3c(c(O)c1C2=O)CC(O)(C(=O)CO)CC3OC1CC(N)C(O)C(C)O1. Drug 2: Cc1nc(Nc2ncc(C(=O)Nc3c(C)cccc3Cl)s2)cc(N2CCN(CCO)CC2)n1. Cell line: KPL1. Synergy scores: synergy=29.5. (3) Synergy scores: synergy=8.25. Drug 1: O=C(O)C1(Cc2cccc(Nc3nccs3)n2)CCC(Oc2cccc(Cl)c2F)CC1. Cell line: OV90. Drug 2: Cc1nc(Nc2ncc(C(=O)Nc3c(C)cccc3Cl)s2)cc(N2CCN(CCO)CC2)n1. (4) Drug 1: N.N.O=C(O)C1(C(=O)O)CCC1.[Pt]. Drug 2: Cn1c(=O)n(-c2ccc(C(C)(C)C#N)cc2)c2c3cc(-c4cnc5ccccc5c4)ccc3ncc21. Cell line: NCIH460. Synergy scores: synergy=63.0. (5) Drug 1: Nc1ccn(C2OC(CO)C(O)C2(F)F)c(=O)n1. Drug 2: CCN(CC)CCNC(=O)c1c(C)[nH]c(C=C2C(=O)Nc3ccc(F)cc32)c1C. Cell line: NCIH23. Synergy scores: synergy=-8.31. (6) Drug 1: CC(C)CC(NC(=O)C(Cc1ccccc1)NC(=O)c1cnccn1)B(O)O. Drug 2: Cn1cc(-c2cnn3c(N)c(Br)c(C4CCCNC4)nc23)cn1. Cell line: EFM192B. Synergy scores: synergy=-4.15. (7) Drug 1: CN1C(=O)C=CC2(C)C3CCC4(C)C(NC(=O)OCC(F)(F)F)CCC4C3CCC12. Drug 2: COC1=C2CC(C)CC(OC)C(O)C(C)C=C(C)C(OC(N)=O)C(OC)C=CC=C(C)C(=O)NC(=CC1=O)C2=O. Cell line: UWB1289. Synergy scores: synergy=-3.48. (8) Drug 1: CN(C)C(=N)N=C(N)N. Cell line: UWB1289BRCA1. Synergy scores: synergy=11.8. Drug 2: CS(=O)(=O)CCNCc1ccc(-c2ccc3ncnc(Nc4ccc(OCc5cccc(F)c5)c(Cl)c4)c3c2)o1.